From a dataset of Forward reaction prediction with 1.9M reactions from USPTO patents (1976-2016). Predict the product of the given reaction. (1) The product is: [CH2:1]([O:3][C:4]([CH:6]1[N:11]([C:26](=[O:33])[C:27]2[CH:32]=[CH:31][CH:30]=[CH:29][CH:28]=2)[CH2:10][CH2:9][N:8]([C:12]([O:14][C:15]([CH3:17])([CH3:16])[CH3:18])=[O:13])[CH2:7]1)=[O:5])[CH3:2]. Given the reactants [CH2:1]([O:3][C:4]([CH:6]1[NH:11][CH2:10][CH2:9][N:8]([C:12]([O:14][C:15]([CH3:18])([CH3:17])[CH3:16])=[O:13])[CH2:7]1)=[O:5])[CH3:2].C(N(CC)CC)C.[C:26](Cl)(=[O:33])[C:27]1[CH:32]=[CH:31][CH:30]=[CH:29][CH:28]=1, predict the reaction product. (2) Given the reactants Br[C:2]1[CH:14]=[CH:13][C:12]2[C:11]3[C:6](=[CH:7][C:8](Br)=[CH:9][CH:10]=3)[CH2:5][C:4]=2[CH:3]=1.[C:16]1(B(O)O)[CH:21]=[CH:20][CH:19]=[CH:18][CH:17]=1.[OH-].[Ba+2].[OH-].[Cl-].[Na+], predict the reaction product. The product is: [C:16]1([C:2]2[CH:14]=[CH:13][C:12]3[C:11]4[C:6](=[CH:7][C:8]([C:2]5[CH:14]=[CH:13][CH:12]=[CH:4][CH:3]=5)=[CH:9][CH:10]=4)[CH2:5][C:4]=3[CH:3]=2)[CH:21]=[CH:20][CH:19]=[CH:18][CH:17]=1. (3) Given the reactants [F:1][C:2]1[CH:11]=[CH:10][C:9]([I:12])=[CH:8][C:3]=1[C:4](=[N:6][OH:7])Cl.[CH2:13]([O:15][C:16](=[O:20])[C:17]#[C:18][CH3:19])[CH3:14].CCN(CC)CC, predict the reaction product. The product is: [CH2:13]([O:15][C:16]([C:17]1[C:4]([C:3]2[CH:8]=[C:9]([I:12])[CH:10]=[CH:11][C:2]=2[F:1])=[N:6][O:7][C:18]=1[CH3:19])=[O:20])[CH3:14]. (4) Given the reactants [CH3:1][N:2]([CH3:23])[CH:3]([C:5]1[CH:6]=[CH:7][C:8]2[C:17]3[NH:16][CH2:15][CH2:14][CH2:13][C:12]=3[C:11](=[O:18])[N:10](COC)[C:9]=2[CH:22]=1)[CH3:4].[ClH:24], predict the reaction product. The product is: [ClH:24].[ClH:24].[CH3:23][N:2]([CH3:1])[CH:3]([C:5]1[CH:6]=[CH:7][C:8]2[C:17]3[NH:16][CH2:15][CH2:14][CH2:13][C:12]=3[C:11](=[O:18])[NH:10][C:9]=2[CH:22]=1)[CH3:4]. (5) Given the reactants C(=O)([O-])[O-].[K+].[K+].[NH:7]1[CH2:12][CH2:11][CH2:10][CH2:9][CH2:8]1.C(O)C.O.Br[CH2:18][CH2:19][CH2:20][OH:21], predict the reaction product. The product is: [N:7]1([CH2:18][CH2:19][CH2:20][OH:21])[CH2:12][CH2:11][CH2:10][CH2:9][CH2:8]1. (6) Given the reactants [OH:1][CH2:2][CH:3]=[C:4]([CH2:6][CH2:7][CH:8]=[C:9]([CH2:11][CH2:12][CH:13]=[C:14]([CH3:16])[CH3:15])[CH3:10])[CH3:5], predict the reaction product. The product is: [CH3:16][CH:14]([CH2:13][CH2:12][CH2:11][CH:9]([CH2:8][CH2:7][CH2:6][CH:4]([CH2:3][CH2:2][OH:1])[CH3:5])[CH3:10])[CH3:15]. (7) Given the reactants [CH:1]1[C:10]2[C:5](=[CH:6][CH:7]=[CH:8][CH:9]=2)[CH:4]=[CH:3][C:2]=1[CH2:11][NH:12][CH:13]1[CH:18]2[CH:14]1[CH2:15][N:16]([C:19]1[CH:27]=[CH:26][C:22]([C:23](O)=[O:24])=[CH:21][CH:20]=1)[CH2:17]2.CCN=C=N[CH2:33][CH2:34][CH2:35]N(C)C.Cl.C1C=CC2[N:48]([OH:49])N=NC=2C=1.CCN([CH2:55][CH3:56])CC.CN([CH:60]=[O:61])C, predict the reaction product. The product is: [CH2:60]([O:61][CH:55]([O:49][NH:48][C:23](=[O:24])[C:22]1[CH:21]=[CH:20][C:19]([N:16]2[CH2:15][CH:14]3[CH:18]([CH:13]3[NH:12][CH2:11][C:2]3[CH:3]=[CH:4][C:5]4[C:10](=[CH:9][CH:8]=[CH:7][CH:6]=4)[CH:1]=3)[CH2:17]2)=[CH:27][CH:26]=1)[CH3:56])[CH:34]([CH3:33])[CH3:35].